This data is from Full USPTO retrosynthesis dataset with 1.9M reactions from patents (1976-2016). The task is: Predict the reactants needed to synthesize the given product. (1) Given the product [ClH:53].[OH:1][C@H:2]([C:41]1[CH:42]=[CH:43][CH:44]=[CH:45][CH:46]=1)[CH2:3][NH:4][CH2:12][CH2:13][C:14]1[CH:15]=[CH:16][C:17]([C:20]2[CH:25]=[CH:24][C:23]([C:26]([NH:28][S:29]([CH2:32][CH2:33][CH2:34][CH2:35][CH3:36])(=[O:31])=[O:30])=[O:27])=[C:22]([O:37][CH:38]([CH3:39])[CH3:40])[CH:21]=2)=[CH:18][CH:19]=1, predict the reactants needed to synthesize it. The reactants are: [OH:1][C@H:2]([C:41]1[CH:46]=[CH:45][CH:44]=[CH:43][CH:42]=1)[CH2:3][N:4]([CH2:12][CH2:13][C:14]1[CH:19]=[CH:18][C:17]([C:20]2[CH:25]=[CH:24][C:23]([C:26]([NH:28][S:29]([CH2:32][CH2:33][CH2:34][CH2:35][CH3:36])(=[O:31])=[O:30])=[O:27])=[C:22]([O:37][CH:38]([CH3:40])[CH3:39])[CH:21]=2)=[CH:16][CH:15]=1)C(=O)OC(C)(C)C.C(OC(=O)C)C.[ClH:53]. (2) Given the product [Cl:14][C:13]1[C:4]([CH:2]([N:40]2[C:36](=[O:46])[C:37]3[C:38](=[CH:42][CH:43]=[CH:44][CH:45]=3)[C:39]2=[O:41])[CH3:3])=[N:5][C:6]2[C:11]([N:12]=1)=[CH:10][C:9]([F:15])=[CH:8][CH:7]=2, predict the reactants needed to synthesize it. The reactants are: Br[CH:2]([C:4]1[C:13]([Cl:14])=[N:12][C:11]2[C:6](=[CH:7][CH:8]=[C:9]([F:15])[CH:10]=2)[N:5]=1)[CH3:3].ClC1C(C(Cl)C)=NC2C(N=1)=CC(F)=CC=2.CN(C)C=O.[C:36]1(=[O:46])[NH:40][C:39](=[O:41])[C:38]2=[CH:42][CH:43]=[CH:44][CH:45]=[C:37]12.[K]. (3) Given the product [Cl:12][C:6]1[CH:7]=[CH:8][C:9]([Cl:11])=[CH:10][C:5]=1[C:3]1[N:16]=[C:15]([NH:13][NH2:14])[S:17][CH:2]=1, predict the reactants needed to synthesize it. The reactants are: Br[CH2:2][C:3]([C:5]1[CH:10]=[C:9]([Cl:11])[CH:8]=[CH:7][C:6]=1[Cl:12])=O.[NH:13]([C:15](=[S:17])[NH2:16])[NH2:14].